From a dataset of Full USPTO retrosynthesis dataset with 1.9M reactions from patents (1976-2016). Predict the reactants needed to synthesize the given product. (1) The reactants are: [C:1]([C:3]1[N:8]=[CH:7][C:6]([CH2:9][N:10]([CH:17]2[CH2:22][CH2:21][CH2:20][CH2:19][CH2:18]2)[C:11](=[O:16])[C:12]([F:15])([F:14])[F:13])=[CH:5][CH:4]=1)#[N:2].Cl.CCOCC. Given the product [NH2:2][CH2:1][C:3]1[N:8]=[CH:7][C:6]([CH2:9][N:10]([CH:17]2[CH2:22][CH2:21][CH2:20][CH2:19][CH2:18]2)[C:11](=[O:16])[C:12]([F:13])([F:14])[F:15])=[CH:5][CH:4]=1, predict the reactants needed to synthesize it. (2) Given the product [Cl:8][C:16]1[C:17]([CH:12]=[O:11])=[C:23]([Cl:25])[N:13]=[CH:14][N:15]=1, predict the reactants needed to synthesize it. The reactants are: CN(C=O)C.O=P(Cl)(Cl)[Cl:8].[OH:11][C:12]1[CH:17]=[C:16](O)[N:15]=[CH:14][N:13]=1.CC(C)=O.[CH2:23]([Cl:25])Cl. (3) Given the product [F:6][C:7]1[CH:16]=[CH:15][CH:14]=[CH:13][C:8]=1[C:23]([OH:22])([CH3:24])[CH3:1], predict the reactants needed to synthesize it. The reactants are: [CH2:1]1COCC1.[F:6][C:7]1[CH:16]=[CH:15][CH:14]=[CH:13][C:8]=1C(OC)=O.C[Mg]Br.C([O:22][CH2:23][CH3:24])C.[Cl-].[NH4+]. (4) Given the product [CH2:1]([N:8]1[CH:12]=[C:11]([CH3:13])[C:10]([CH2:14][OH:15])=[N:9]1)[C:2]1[CH:3]=[CH:4][CH:5]=[CH:6][CH:7]=1, predict the reactants needed to synthesize it. The reactants are: [CH2:1]([N:8]1[CH:12]=[C:11]([CH3:13])[C:10]([C:14](OCC)=[O:15])=[N:9]1)[C:2]1[CH:7]=[CH:6][CH:5]=[CH:4][CH:3]=1.[H-].[H-].[H-].[H-].[Li+].[Al+3]. (5) The reactants are: [OH:1][C:2]1([C:6]2[NH:33][C:9]3[N:10]=[N:11][C:12]([C:14]#[C:15][CH2:16][CH2:17][N:18]4[CH:22]=[C:21]([C:23]([NH:25][CH2:26][C:27]5[CH:32]=[CH:31][CH:30]=[CH:29][N:28]=5)=[O:24])[N:20]=[N:19]4)=[CH:13][C:8]=3[CH:7]=2)[CH2:5][O:4][CH2:3]1. Given the product [OH:1][C:2]1([C:6]2[NH:33][C:9]3[N:10]=[N:11][C:12]([CH2:14][CH2:15][CH2:16][CH2:17][N:18]4[CH:22]=[C:21]([C:23]([NH:25][CH2:26][C:27]5[CH:32]=[CH:31][CH:30]=[CH:29][N:28]=5)=[O:24])[N:20]=[N:19]4)=[CH:13][C:8]=3[CH:7]=2)[CH2:3][O:4][CH2:5]1, predict the reactants needed to synthesize it. (6) The reactants are: [F:1][C:2]([F:34])([F:33])[C:3]1[CH:4]=[C:5]([C:13]([N:15]2[CH2:20][CH2:19][C@H:18]([N:21]3[CH2:26][CH2:25][NH:24][CH2:23][CH2:22]3)[C@H:17]([C:27]3[CH:32]=[CH:31][CH:30]=[CH:29][CH:28]=3)[CH2:16]2)=[O:14])[CH:6]=[C:7]([C:9]([F:12])([F:11])[F:10])[CH:8]=1.Br[CH2:36][CH:37]1[CH2:39][CH2:38]1. Given the product [F:34][C:2]([F:33])([F:1])[C:3]1[CH:4]=[C:5]([C:13]([N:15]2[CH2:20][CH2:19][C@H:18]([N:21]3[CH2:26][CH2:25][N:24]([CH2:36][CH:37]4[CH2:39][CH2:38]4)[CH2:23][CH2:22]3)[C@H:17]([C:27]3[CH:32]=[CH:31][CH:30]=[CH:29][CH:28]=3)[CH2:16]2)=[O:14])[CH:6]=[C:7]([C:9]([F:10])([F:11])[F:12])[CH:8]=1, predict the reactants needed to synthesize it. (7) Given the product [Br:1][C:2]1[CH:3]=[N:4][C:5]2[N:6]([N:8]=[C:9]([C:11]([N:28]3[CH2:27][CH2:26][N:25]4[C:21]([C:18]5[CH:19]=[N:20][C:15]([F:14])=[CH:16][CH:17]=5)=[CH:22][N:23]=[C:24]4[CH2:29]3)=[O:13])[CH:10]=2)[CH:7]=1, predict the reactants needed to synthesize it. The reactants are: [Br:1][C:2]1[CH:3]=[N:4][C:5]2[N:6]([N:8]=[C:9]([C:11]([OH:13])=O)[CH:10]=2)[CH:7]=1.[F:14][C:15]1[N:20]=[CH:19][C:18]([C:21]2[N:25]3[CH2:26][CH2:27][NH:28][CH2:29][C:24]3=[N:23][CH:22]=2)=[CH:17][CH:16]=1. (8) The reactants are: [Cl:1][C:2]1[C:7]([S:8]([N:11]([O:14][CH3:15])[CH2:12][CH3:13])(=[O:10])=[O:9])=[C:6]([OH:16])[C:5]([NH:17][C:18]2[C:21](=[O:22])[C:20](=[O:23])[C:19]=2[O:24][CH2:25][CH3:26])=[CH:4][CH:3]=1.Cl.C(NOC)C.Cl.O1CCCN1. Given the product [Cl:1][C:2]1[CH:3]=[CH:4][C:5]([NH:17][C:18]2[C:21](=[O:22])[C:20](=[O:23])[C:19]=2[O:24][CH2:25][CH3:26])=[C:6]([OH:16])[C:7]=1[S:8]([N:11]1[CH2:12][CH2:13][CH2:15][O:14]1)(=[O:10])=[O:9], predict the reactants needed to synthesize it.